This data is from Reaction yield outcomes from USPTO patents with 853,638 reactions. The task is: Predict the reaction yield, written as a fraction of the theoretical maximum amount of product (1.0 means a 100% yield; for example, 0.34 means a 34% yield). (1) The reactants are [NH2:1][C:2]1[S:3][C:4]2[C:10]([N:11]3[CH2:16][CH2:15][O:14][CH2:13][CH2:12]3)=[CH:9][CH:8]=[C:7]([O:17][CH3:18])[C:5]=2[N:6]=1.[C:19](Cl)(Cl)=[O:20].[NH:23]1[CH2:28][CH2:27][O:26][CH2:25][CH2:24]1. No catalyst specified. The product is [CH3:18][O:17][C:7]1[C:5]2[N:6]=[C:2]([NH:1][C:19]([N:23]3[CH2:28][CH2:27][O:26][CH2:25][CH2:24]3)=[O:20])[S:3][C:4]=2[C:10]([N:11]2[CH2:16][CH2:15][O:14][CH2:13][CH2:12]2)=[CH:9][CH:8]=1. The yield is 0.250. (2) The reactants are CC([O-])(C)C.[K+].CC1C=CC(S([CH2:17][N+:18]#[C-])(=O)=O)=CC=1.[F:20][C:21]1[CH:22]=[C:23]([CH:26]=[CH:27][C:28]=1[O:29][CH3:30])[CH:24]=O.CO. The catalyst is C1COCC1.O. The product is [F:20][C:21]1[CH:22]=[C:23]([CH2:24][C:17]#[N:18])[CH:26]=[CH:27][C:28]=1[O:29][CH3:30]. The yield is 0.580. (3) The reactants are O[N:2]=[C:3]1[CH2:8][CH2:7][CH:6]([C:9]2[CH:14]=[CH:13][CH:12]=[CH:11][CH:10]=2)[CH2:5][CH2:4]1.[ClH:15]. The catalyst is [Ni].C(O)C. The product is [ClH:15].[C:9]1([CH:6]2[CH2:5][CH2:4][CH:3]([NH2:2])[CH2:8][CH2:7]2)[CH:14]=[CH:13][CH:12]=[CH:11][CH:10]=1. The yield is 1.00. (4) The reactants are Cl[C:2]1[CH:3]=[C:4]([CH:7]=[CH:8][N:9]=1)[C:5]#[N:6].[C:10]([O:14][C:15]([N:17]1[CH2:22][CH2:21][CH:20]([NH2:23])[CH2:19][CH2:18]1)=[O:16])([CH3:13])([CH3:12])[CH3:11]. The catalyst is CC(N(C)C)=O. The yield is 0.0700. The product is [C:10]([O:14][C:15]([N:17]1[CH2:22][CH2:21][CH:20]([NH:23][C:2]2[CH:3]=[C:4]([C:5]#[N:6])[CH:7]=[CH:8][N:9]=2)[CH2:19][CH2:18]1)=[O:16])([CH3:13])([CH3:11])[CH3:12]. (5) The reactants are [CH:1]1([N:7]([CH:18]2[CH2:23][CH2:22][CH2:21][CH2:20][CH2:19]2)[C:8]([NH:10][C:11]2[S:12][C:13]([CH:16]=O)=[CH:14][N:15]=2)=[O:9])[CH2:6][CH2:5][CH2:4][CH2:3][CH2:2]1.Cl.[NH:25]1[CH2:30][CH2:29][C:28](=[O:31])[CH2:27][CH2:26]1.C(O[BH-](OC(=O)C)OC(=O)C)(=O)C.[Na+]. No catalyst specified. The product is [CH:18]1([N:7]([CH:1]2[CH2:6][CH2:5][CH2:4][CH2:3][CH2:2]2)[C:8]([NH:10][C:11]2[S:12][C:13]([CH2:16][N:25]3[CH2:30][CH2:29][C:28](=[O:31])[CH2:27][CH2:26]3)=[CH:14][N:15]=2)=[O:9])[CH2:19][CH2:20][CH2:21][CH2:22][CH2:23]1. The yield is 0.120. (6) The reactants are [CH:1]1([C:7]2[CH:8]=[CH:9][C:10]3[O:14][C:13](B(O)O)=[CH:12][C:11]=3[CH:18]=2)[CH2:6][CH2:5][CH2:4][CH2:3][CH2:2]1.Br[C:20]1[CH:27]=[CH:26][C:23]([CH:24]=[O:25])=[CH:22][CH:21]=1.C(N(CC)CC)C. The catalyst is C(O)C.Cl[Pd](Cl)([P](C1C=CC=CC=1)(C1C=CC=CC=1)C1C=CC=CC=1)[P](C1C=CC=CC=1)(C1C=CC=CC=1)C1C=CC=CC=1. The product is [CH:1]1([C:7]2[CH:8]=[CH:9][C:10]3[O:14][C:13]([C:20]4[CH:27]=[CH:26][C:23]([CH:24]=[O:25])=[CH:22][CH:21]=4)=[CH:12][C:11]=3[CH:18]=2)[CH2:6][CH2:5][CH2:4][CH2:3][CH2:2]1. The yield is 0.460. (7) The reactants are [NH2:1][C:2]1[CH:7]=[C:6]([Cl:8])[CH:5]=[CH:4][C:3]=1[S:9][CH2:10][C:11]1[CH:20]=[CH:19][CH:18]=[CH:17][C:12]=1[C:13]([O:15][CH3:16])=[O:14].[Cl:21][C:22]1[CH:27]=[CH:26][C:25]([S:28](Cl)(=[O:30])=[O:29])=[CH:24][C:23]=1[C:32]([F:35])([F:34])[F:33]. The catalyst is N1C=CC=CC=1. The product is [Cl:8][C:6]1[CH:5]=[CH:4][C:3]([S:9][CH2:10][C:11]2[CH:20]=[CH:19][CH:18]=[CH:17][C:12]=2[C:13]([O:15][CH3:16])=[O:14])=[C:2]([NH:1][S:28]([C:25]2[CH:26]=[CH:27][C:22]([Cl:21])=[C:23]([C:32]([F:35])([F:33])[F:34])[CH:24]=2)(=[O:30])=[O:29])[CH:7]=1. The yield is 0.370. (8) The reactants are [Cl:1][C:2]1[CH:3]=[C:4]([S:9]([N:12]([CH2:14][CH2:15][CH2:16][N:17]([CH3:19])[CH3:18])[CH3:13])(=[O:11])=[O:10])[CH:5]=[N:6][C:7]=1Cl.CC(C)([O-])C.[K+].CN(C)C(=O)C.[CH3:32][N:33]1[CH:37]=[CH:36][C:35]([NH:38][C:39]2[C:48]3[C:43](=[CH:44][CH:45]=[C:46]([OH:49])[CH:47]=3)[N:42]=[CH:41][N:40]=2)=[N:34]1. The catalyst is O. The product is [Cl:1][C:2]1[CH:3]=[C:4]([S:9]([N:12]([CH2:14][CH2:15][CH2:16][N:17]([CH3:19])[CH3:18])[CH3:13])(=[O:11])=[O:10])[CH:5]=[N:6][C:7]=1[O:49][C:46]1[CH:47]=[C:48]2[C:43](=[CH:44][CH:45]=1)[N:42]=[CH:41][N:40]=[C:39]2[NH:38][C:35]1[CH:36]=[CH:37][N:33]([CH3:32])[N:34]=1. The yield is 0.680. (9) The product is [CH3:5][O:6][C:7](=[O:35])[C:8]([C:20]1[CH:25]=[CH:24][C:23]([O:26][C:27]2[CH:32]=[CH:31][C:30]([CH2:33][Br:2])=[CH:29][CH:28]=2)=[CH:22][CH:21]=1)=[CH:9][C:10]1[CH:15]=[C:14]([O:16][CH3:17])[CH:13]=[C:12]([O:18][CH3:19])[CH:11]=1. The catalyst is C(Cl)Cl. The reactants are P(Br)(Br)[Br:2].[CH3:5][O:6][C:7](=[O:35])[C:8]([C:20]1[CH:25]=[CH:24][C:23]([O:26][C:27]2[CH:32]=[CH:31][C:30]([CH2:33]O)=[CH:29][CH:28]=2)=[CH:22][CH:21]=1)=[CH:9][C:10]1[CH:15]=[C:14]([O:16][CH3:17])[CH:13]=[C:12]([O:18][CH3:19])[CH:11]=1. The yield is 0.990.